This data is from Peptide-MHC class II binding affinity with 134,281 pairs from IEDB. The task is: Regression. Given a peptide amino acid sequence and an MHC pseudo amino acid sequence, predict their binding affinity value. This is MHC class II binding data. (1) The peptide sequence is SAAQRRGRIGRNPNR. The MHC is DRB1_1301 with pseudo-sequence DRB1_1301. The binding affinity (normalized) is 1.00. (2) The peptide sequence is FRELVRNCDLPVWLS. The MHC is HLA-DQA10303-DQB10402 with pseudo-sequence HLA-DQA10303-DQB10402. The binding affinity (normalized) is 0. (3) The peptide sequence is YFKGNFERLAITKGK. The MHC is HLA-DPA10103-DPB10401 with pseudo-sequence HLA-DPA10103-DPB10401. The binding affinity (normalized) is 0.464. (4) The peptide sequence is RSIQDNQVAYLIIGIK. The MHC is DRB3_0101 with pseudo-sequence DRB3_0101. The binding affinity (normalized) is 0.385. (5) The peptide sequence is GSHYKITGTATGVDM. The MHC is DRB1_0405 with pseudo-sequence DRB1_0405. The binding affinity (normalized) is 0.281. (6) The peptide sequence is KLIGGIGGFVKVRQYDQILI. The MHC is DRB5_0101 with pseudo-sequence DRB5_0101. The binding affinity (normalized) is 0.581. (7) The peptide sequence is PVGFFTALAVLIECH. The MHC is HLA-DQA10401-DQB10402 with pseudo-sequence HLA-DQA10401-DQB10402. The binding affinity (normalized) is 0.506.